Task: Predict the reactants needed to synthesize the given product.. Dataset: Full USPTO retrosynthesis dataset with 1.9M reactions from patents (1976-2016) (1) Given the product [F:1][C:2]1[CH:3]=[CH:4][C:5]([N:8]2[C:16]3[C:11](=[CH:12][C:13]([O:17][C@H:18]([C:24]4[CH:25]=[CH:26][CH:27]=[CH:28][CH:29]=4)[C@@H:19]([NH2:23])[CH2:20][CH3:21])=[CH:14][CH:15]=3)[CH:10]=[N:9]2)=[CH:6][CH:7]=1, predict the reactants needed to synthesize it. The reactants are: [F:1][C:2]1[CH:7]=[CH:6][C:5]([N:8]2[C:16]3[C:11](=[CH:12][C:13]([O:17][C@H:18]([C:24]4[CH:29]=[CH:28][CH:27]=[CH:26][CH:25]=4)[C@@H:19]([NH2:23])[CH2:20][CH2:21]C)=[CH:14][CH:15]=3)[CH:10]=[N:9]2)=[CH:4][CH:3]=1.Cl.N[C@@H](CC)[C@@H](C1C=CC=CC=1)O. (2) Given the product [Si:1]([O:8][CH2:9][C:10]1[CH:27]=[CH:26][C:13]([C:14]([N:16]2[C:25]3[C:20](=[CH:21][CH:22]=[CH:23][CH:24]=3)[CH2:19][CH2:18][CH2:17]2)=[O:15])=[CH:12][C:11]=1[NH2:28])([C:4]([CH3:7])([CH3:6])[CH3:5])([CH3:3])[CH3:2], predict the reactants needed to synthesize it. The reactants are: [Si:1]([O:8][CH2:9][C:10]1[CH:27]=[CH:26][C:13]([C:14]([N:16]2[C:25]3[C:20](=[CH:21][CH:22]=[CH:23][CH:24]=3)[CH2:19][CH2:18][CH2:17]2)=[O:15])=[CH:12][C:11]=1[N+:28]([O-])=O)([C:4]([CH3:7])([CH3:6])[CH3:5])([CH3:3])[CH3:2].CO.C1COCC1.[BH4-].[Na+]. (3) Given the product [F:19][CH:18]([F:20])[O:17][C:14]1[CH:15]=[CH:16][C:11]([C:9](=[O:10])[C:8]([C:4]2[CH:5]=[CH:6][CH:7]=[C:2]([C:26]#[C:25][CH2:24][OH:27])[CH:3]=2)=[O:23])=[CH:12][C:13]=1[CH2:21][CH3:22], predict the reactants needed to synthesize it. The reactants are: Br[C:2]1[CH:3]=[C:4]([C:8](=[O:23])[C:9]([C:11]2[CH:16]=[CH:15][C:14]([O:17][CH:18]([F:20])[F:19])=[C:13]([CH2:21][CH3:22])[CH:12]=2)=[O:10])[CH:5]=[CH:6][CH:7]=1.[CH2:24]([OH:27])[C:25]#[CH:26]. (4) Given the product [CH:16]1([CH2:15][C@H:11]([CH2:10][N:9]([CH:21]=[O:22])[OH:8])[C:12]([NH:54][C@H:49]([C:48]([N:45]2[CH2:44][CH2:43][CH:42]([NH:33][CH2:34][C:35]3[CH:40]=[CH:39][C:38]([CH3:41])=[CH:37][CH:36]=3)[CH2:47][CH2:46]2)=[O:55])[C:50]([CH3:51])([CH3:52])[CH3:53])=[O:14])[CH2:17][CH2:18][CH2:19][CH2:20]1, predict the reactants needed to synthesize it. The reactants are: C([O:8][N:9]([CH:21]=[O:22])[CH2:10][C@@H:11]([CH2:15][CH:16]1[CH2:20][CH2:19][CH2:18][CH2:17]1)[C:12]([OH:14])=O)C1C=CC=CC=1.Cl.C(OC(=O)[N:33]([CH:42]1[CH2:47][CH2:46][N:45]([C:48](=[O:55])[C@@H:49]([NH2:54])[C:50]([CH3:53])([CH3:52])[CH3:51])[CH2:44][CH2:43]1)[CH2:34][C:35]1[CH:40]=[CH:39][C:38]([CH3:41])=[CH:37][CH:36]=1)C1C=CC=CC=1. (5) Given the product [CH3:11][O:12][C:13](=[O:22])[CH2:14][C:15]1[CH:20]=[CH:19][CH:18]=[C:17]([O:21][C:2]2[CH:3]=[CH:4][C:5]([CH:9]=[O:10])=[C:6]([CH3:8])[N:7]=2)[CH:16]=1, predict the reactants needed to synthesize it. The reactants are: Cl[C:2]1[N:7]=[C:6]([CH3:8])[C:5]([CH:9]=[O:10])=[CH:4][CH:3]=1.[CH3:11][O:12][C:13](=[O:22])[CH2:14][C:15]1[CH:20]=[CH:19][CH:18]=[C:17]([OH:21])[CH:16]=1.C([O-])([O-])=O.[K+].[K+]. (6) Given the product [N:1]1([CH2:6][C:7]2[CH:8]=[CH:9][C:10]([CH2:11][N:12]3[CH:16]=[C:15]([C:17]([NH:30][CH2:29][C:25]4[CH:26]=[CH:27][CH:28]=[C:23]([Cl:22])[CH:24]=4)=[O:19])[CH:14]=[N:13]3)=[CH:20][CH:21]=2)[CH:5]=[CH:4][CH:3]=[N:2]1, predict the reactants needed to synthesize it. The reactants are: [N:1]1([CH2:6][C:7]2[CH:21]=[CH:20][C:10]([CH2:11][N:12]3[CH:16]=[C:15]([C:17]([OH:19])=O)[CH:14]=[N:13]3)=[CH:9][CH:8]=2)[CH:5]=[CH:4][CH:3]=[N:2]1.[Cl:22][C:23]1[CH:24]=[C:25]([CH2:29][NH2:30])[CH:26]=[CH:27][CH:28]=1.CCN(C(C)C)C(C)C.CN(C(ON1N=NC2C=CC=NC1=2)=[N+](C)C)C.F[P-](F)(F)(F)(F)F. (7) Given the product [CH3:1][O:2][CH:3]1[CH2:26][NH:25][C:6]2=[N:7][C:8]([C:18]3[CH:23]=[CH:22][C:21]([CH3:24])=[CH:20][CH:19]=3)=[C:9]([C:11]3[CH:12]=[CH:13][C:14]([CH3:17])=[CH:15][CH:16]=3)[N:10]=[C:5]2[CH2:4]1, predict the reactants needed to synthesize it. The reactants are: [CH3:1][O:2][C:3]1[CH:26]=[N:25][C:6]2=[N:7][C:8]([C:18]3[CH:23]=[CH:22][C:21]([CH3:24])=[CH:20][CH:19]=3)=[C:9]([C:11]3[CH:16]=[CH:15][C:14]([CH3:17])=[CH:13][CH:12]=3)[N:10]=[C:5]2[CH:4]=1.